Dataset: TCR-epitope binding with 47,182 pairs between 192 epitopes and 23,139 TCRs. Task: Binary Classification. Given a T-cell receptor sequence (or CDR3 region) and an epitope sequence, predict whether binding occurs between them. (1) The epitope is LPRRSGAAGA. The TCR CDR3 sequence is CATSSASSYEQYF. Result: 0 (the TCR does not bind to the epitope). (2) The epitope is RLRPGGKKR. The TCR CDR3 sequence is CASSPGWGEDTQYF. Result: 1 (the TCR binds to the epitope). (3) The epitope is FLNGSCGSV. The TCR CDR3 sequence is CASSPSLVGVNEKLFF. Result: 1 (the TCR binds to the epitope).